Dataset: Experimentally validated miRNA-target interactions with 360,000+ pairs, plus equal number of negative samples. Task: Binary Classification. Given a miRNA mature sequence and a target amino acid sequence, predict their likelihood of interaction. The miRNA is hsa-miR-9-3p with sequence AUAAAGCUAGAUAACCGAAAGU. The protein sequence of the target gene is MAGASVKVAVRVRPFNARETSQDAKCVVSMQGNTTSIINPKQSKDAPKSFTFDYSYWSHTSVEDPQFASQQQVYRDIGEEMLLHAFEGYNVCIFAYGQTGAGKSYTMMGRQEPGQQGIVPQLCEDLFSRVNVNQSAQLSYSVEVSYMEIYCERVRDLLNPKSRGSLRVREHPILGPYVQDLSKLAVTSYADIADLMDCGNKARTVAATNMNETSSRSHAVFTIVFTQRSHDQLTGLDSEKVSKISLVDLAGSERADSSGARGMRLKEGANINKSLTTLGKVISALADLQSKKRKSDFIPY.... Result: 0 (no interaction).